The task is: Predict the reactants needed to synthesize the given product.. This data is from Full USPTO retrosynthesis dataset with 1.9M reactions from patents (1976-2016). (1) Given the product [O:14]1[C:15]2[CH:21]=[CH:20][CH:19]=[CH:18][C:16]=2[N:17]=[C:13]1[C:10]1[CH:11]=[CH:12][C:6]2[N:5]([CH2:4][CH2:3][C:2]([F:1])([F:22])[F:23])[C:25]([CH3:26])=[N:8][C:7]=2[CH:9]=1, predict the reactants needed to synthesize it. The reactants are: [F:1][C:2]([F:23])([F:22])[CH2:3][CH2:4][NH:5][C:6]1[CH:12]=[CH:11][C:10]([C:13]2[O:14][C:15]3[CH:21]=[CH:20][CH:19]=[CH:18][C:16]=3[N:17]=2)=[CH:9][C:7]=1[NH2:8].Cl.[C:25](=N)(OC)[CH3:26].C(=O)([O-])O.[Na+]. (2) Given the product [OH:29][CH2:28][CH2:27][N:25]([CH3:26])[C:24]([CH:19]([C:20]([O:22][CH3:23])=[O:21])[O:18][C:15]1[CH:16]=[CH:17][C:12]([CH2:11][CH2:10][C:9]([OH:31])=[O:8])=[CH:13][CH:14]=1)=[O:30], predict the reactants needed to synthesize it. The reactants are: C([O:8][C:9](=[O:31])[CH2:10][CH2:11][C:12]1[CH:17]=[CH:16][C:15]([O:18][CH:19]([C:24](=[O:30])[N:25]([CH2:27][CH2:28][OH:29])[CH3:26])[C:20]([O:22][CH3:23])=[O:21])=[CH:14][CH:13]=1)C1C=CC=CC=1. (3) Given the product [NH2:1][C@@H:2]([CH2:7][C:8]1[CH:13]=[CH:12][C:11]([O:14][P:15]([OH:18])([OH:17])=[O:16])=[C:10]([OH:19])[CH:9]=1)[C:3]([OH:5])=[O:4], predict the reactants needed to synthesize it. The reactants are: [NH2:1][C@@H:2]([CH2:7][C:8]1[CH:13]=[CH:12][C:11]([O:14][P:15]([OH:18])([OH:17])=[O:16])=[C:10]([OH:19])[CH:9]=1)[C:3]([O:5]C)=[O:4].[OH-].[Na+]. (4) Given the product [Cl:1][C:2]1[CH:3]=[CH:4][C:5]([NH:31][CH3:32])=[C:6]([CH:30]=1)[C:7]([N:9]([CH2:22][C:23]1[CH:24]=[CH:25][C:26]([O:29][CH2:34][CH:35]([OH:40])[C:36]([F:39])([F:38])[F:37])=[CH:27][CH:28]=1)[CH2:10][CH2:11][C:12]1[CH:17]=[CH:16][CH:15]=[C:14]([C:18]([F:21])([F:19])[F:20])[CH:13]=1)=[O:8], predict the reactants needed to synthesize it. The reactants are: [Cl:1][C:2]1[CH:3]=[CH:4][C:5]([NH:31][CH3:32])=[C:6]([CH:30]=1)[C:7]([N:9]([CH2:22][C:23]1[CH:28]=[CH:27][C:26]([OH:29])=[CH:25][CH:24]=1)[CH2:10][CH2:11][C:12]1[CH:17]=[CH:16][CH:15]=[C:14]([C:18]([F:21])([F:20])[F:19])[CH:13]=1)=[O:8].Br[CH2:34][CH:35]([OH:40])[C:36]([F:39])([F:38])[F:37].C(=O)([O-])[O-].[K+].[K+]. (5) Given the product [F:1][C:2]1[CH:3]=[C:4]([CH:32]=[CH:33][C:34]=1[F:35])[CH2:5][NH:6][C:7]([C:9]1[C:17]2[C:12](=[CH:13][C:14]([C:18]([OH:20])=[O:19])=[CH:15][CH:16]=2)[N:11]([CH2:23][C:24]2[O:25][CH:26]=[CH:27][N:28]=2)[C:10]=1[CH:29]([CH3:31])[CH3:30])=[O:8], predict the reactants needed to synthesize it. The reactants are: [F:1][C:2]1[CH:3]=[C:4]([CH:32]=[CH:33][C:34]=1[F:35])[CH2:5][NH:6][C:7]([C:9]1[C:17]2[C:12](=[CH:13][C:14]([C:18]([O:20]CC)=[O:19])=[CH:15][CH:16]=2)[N:11]([CH2:23][C:24]2[O:25][CH:26]=[CH:27][N:28]=2)[C:10]=1[CH:29]([CH3:31])[CH3:30])=[O:8].[OH-].[Na+].O. (6) Given the product [CH3:1][C:2]1[C:3]([N+:10]([O-:12])=[O:11])=[C:4]([CH:7]=[CH:8][CH:9]=1)[CH:5]=[C:14]([C:15]([O:17][CH2:18][CH3:19])=[O:16])[C:13]([O:21][CH2:22][CH3:23])=[O:20], predict the reactants needed to synthesize it. The reactants are: [CH3:1][C:2]1[C:3]([N+:10]([O-:12])=[O:11])=[C:4]([CH:7]=[CH:8][CH:9]=1)[CH:5]=O.[C:13]([O:21][CH2:22][CH3:23])(=[O:20])[CH2:14][C:15]([O:17][CH2:18][CH3:19])=[O:16].C(=O)(O)[O-].[Na+]. (7) The reactants are: [C:1]([C:4]1[CH:5]=[N:6][CH:7]=[CH:8][CH:9]=1)(=[O:3])[CH3:2].[Br:10]Br. Given the product [BrH:10].[Br:10][CH2:2][C:1]([C:4]1[CH:5]=[N:6][CH:7]=[CH:8][CH:9]=1)=[O:3], predict the reactants needed to synthesize it.